This data is from Full USPTO retrosynthesis dataset with 1.9M reactions from patents (1976-2016). The task is: Predict the reactants needed to synthesize the given product. (1) Given the product [ClH:23].[N:18]1[CH:19]=[CH:20][CH:21]=[C:16]([C:11]2([OH:22])[CH2:12][CH:13]3[NH:8][CH:9]([CH2:15][CH2:14]3)[CH2:10]2)[N:17]=1, predict the reactants needed to synthesize it. The reactants are: C(OC([N:8]1[CH:13]2[CH2:14][CH2:15][CH:9]1[CH2:10][C:11]([OH:22])([C:16]1[N:17]=[N:18][CH:19]=[CH:20][CH:21]=1)[CH2:12]2)=O)(C)(C)C.[ClH:23]. (2) Given the product [Cl:34][CH2:12][C:9]1[CH:10]=[CH:11][C:6]([CH2:5][O:4][CH2:1][C:2]#[CH:3])=[CH:7][CH:8]=1, predict the reactants needed to synthesize it. The reactants are: [CH2:1]([O:4][CH2:5][C:6]1[CH:11]=[CH:10][C:9]([CH2:12]O)=[CH:8][CH:7]=1)[C:2]#[CH:3].C1(P(C2C=CC=CC=2)C2C=CC=CC=2)C=CC=CC=1.C(Cl)(Cl)(Cl)[Cl:34].